This data is from Forward reaction prediction with 1.9M reactions from USPTO patents (1976-2016). The task is: Predict the product of the given reaction. (1) The product is: [CH3:1][O:2][C:3]1[CH:4]=[C:5]2[C:10](=[CH:11][CH:12]=1)[NH:9][CH2:8][CH:7]([C:13]([O:15][CH2:16][CH3:17])=[O:14])[CH2:6]2. Given the reactants [CH3:1][O:2][C:3]1[CH:4]=[C:5]2[C:10](=[CH:11][CH:12]=1)[N:9]=[CH:8][C:7]([C:13]([O:15][CH2:16][CH3:17])=[O:14])=[C:6]2Cl.CCOC(C)=O.CC(O)=O.[H][H], predict the reaction product. (2) Given the reactants [CH3:1][C@@:2]([OH:34])([C:30]([CH3:33])([CH3:32])[CH3:31])[C@@H:3]1[C@:8]2([O:28][CH3:29])[C@@H:9]3[O:23][C:18]4=[C:19]([OH:22])[CH:20]=[CH:21][C:16]5=[C:17]4[C@:10]43[CH2:11][CH2:12][N:13]([CH2:24][CH:25]3[CH2:27][CH2:26]3)[C@H:14]([CH2:15]5)[C@@:5]4([CH2:6][CH2:7]2)[CH2:4]1.[CH3:35][I:36], predict the reaction product. The product is: [CH3:1][C@@:2]([OH:34])([C:30]([CH3:33])([CH3:32])[CH3:31])[C@@H:3]1[C@:8]2([O:28][CH3:29])[C@@H:9]3[O:23][C:18]4=[C:19]([OH:22])[CH:20]=[CH:21][C:16]5=[C:17]4[C@:10]43[CH2:11][CH2:12][N:13]([CH2:24][CH:25]3[CH2:26][CH2:27]3)[C@H:14]([CH2:15]5)[C@:5]4([CH2:6][CH2:7]2)[CH2:4]1.[CH3:35][I:36]. (3) Given the reactants Br[C:2]1[CH:3]=[CH:4][C:5]([F:21])=[C:6]2[C:11]=1[NH:10][CH:9]=[C:8]([C:12]1[CH:17]=[CH:16][C:15]([O:18][CH3:19])=[CH:14][CH:13]=1)[C:7]2=[O:20].[O:22]1[CH:26]=[CH:25][CH:24]=[C:23]1B(O)O.C(=O)([O-])[O-].[Na+].[Na+].COCCOC, predict the reaction product. The product is: [F:21][C:5]1[CH:4]=[CH:3][C:2]([C:23]2[O:22][CH:26]=[CH:25][CH:24]=2)=[C:11]2[C:6]=1[C:7](=[O:20])[C:8]([C:12]1[CH:17]=[CH:16][C:15]([O:18][CH3:19])=[CH:14][CH:13]=1)=[CH:9][NH:10]2. (4) Given the reactants [NH2:1][C:2]1[CH:7]=[CH:6][C:5]([OH:8])=[CH:4][C:3]=1[F:9].CC([O-])(C)C.[K+].Cl[C:17]1[C:26]2[C:21](=[CH:22][C:23]([O:29][CH3:30])=[C:24]([O:27][CH3:28])[CH:25]=2)[N:20]=[CH:19][CH:18]=1, predict the reaction product. The product is: [CH3:28][O:27][C:24]1[CH:25]=[C:26]2[C:21](=[CH:22][C:23]=1[O:29][CH3:30])[N:20]=[CH:19][CH:18]=[C:17]2[O:8][C:5]1[CH:6]=[CH:7][C:2]([NH2:1])=[C:3]([F:9])[CH:4]=1. (5) Given the reactants Cl[C:2]1[N:6]=[C:5]([CH:7]2[CH2:12][CH:11]([C:13]3[CH:18]=[CH:17][C:16]([C:19]([F:22])([F:21])[F:20])=[CH:15][CH:14]=3)[CH2:10][N:9]([C:23]([N:25]3[CH2:30][CH2:29][O:28][CH2:27][CH2:26]3)=[O:24])[CH2:8]2)[O:4][N:3]=1.[CH3:31][NH:32][CH2:33][CH2:34][OH:35], predict the reaction product. The product is: [OH:35][CH2:34][CH2:33][N:32]([CH3:31])[C:2]1[N:6]=[C:5]([CH:7]2[CH2:12][CH:11]([C:13]3[CH:18]=[CH:17][C:16]([C:19]([F:22])([F:21])[F:20])=[CH:15][CH:14]=3)[CH2:10][N:9]([C:23]([N:25]3[CH2:30][CH2:29][O:28][CH2:27][CH2:26]3)=[O:24])[CH2:8]2)[O:4][N:3]=1. (6) Given the reactants [CH3:1][NH:2][C:3]1[C:4]([NH2:12])=[CH:5][C:6]([N+:9]([O-:11])=[O:10])=[CH:7][CH:8]=1.[CH3:13][N:14]=[C:15]=S.C(Cl)CCl, predict the reaction product. The product is: [CH3:13][NH:14][C:15]1[N:2]([CH3:1])[C:3]2[CH:8]=[CH:7][C:6]([N+:9]([O-:11])=[O:10])=[CH:5][C:4]=2[N:12]=1. (7) The product is: [ClH:2].[NH2:9][C@H:10]([C:15]([N:17]1[CH2:22][CH2:21][CH:20]([O:23][C:24]2[CH:29]=[CH:28][C:27]([F:30])=[CH:26][CH:25]=2)[CH2:19][CH2:18]1)=[O:16])[C:11]([CH3:13])([OH:14])[CH3:12]. Given the reactants O.[ClH:2].C(OC(=O)[NH:9][C@H:10]([C:15]([N:17]1[CH2:22][CH2:21][CH:20]([O:23][C:24]2[CH:29]=[CH:28][C:27]([F:30])=[CH:26][CH:25]=2)[CH2:19][CH2:18]1)=[O:16])[C:11]([OH:14])([CH3:13])[CH3:12])(C)(C)C, predict the reaction product. (8) Given the reactants [CH3:1][C:2]1[C:3]([N:16]2[CH2:21][CH2:20][O:19][CH2:18][CH2:17]2)=[CH:4][C:5]([NH:8][C@H:9]2[CH2:14][CH2:13][C@@H:12]([NH2:15])[CH2:11][CH2:10]2)=[N:6][CH:7]=1.[Cl:22][C:23]1[CH:24]=[C:25]([CH:29]=[CH:30][C:31]=1[F:32])[C:26](O)=[O:27].C1C=CC2N(O)N=NC=2C=1.O.CCN=C=NCCCN(C)C.Cl.C([O-])(O)=O.[Na+], predict the reaction product. The product is: [ClH:22].[Cl:22][C:23]1[CH:24]=[C:25]([CH:29]=[CH:30][C:31]=1[F:32])[C:26]([NH:15][C@H:12]1[CH2:11][CH2:10][C@@H:9]([NH:8][C:5]2[CH:4]=[C:3]([N:16]3[CH2:21][CH2:20][O:19][CH2:18][CH2:17]3)[C:2]([CH3:1])=[CH:7][N:6]=2)[CH2:14][CH2:13]1)=[O:27]. (9) Given the reactants C([O:4][C:5]1[C:13]2[N:12]=[C:11]([C:14]([CH3:17])([CH3:16])[CH3:15])[N:10]([CH2:18][C:19]3[CH:24]=[CH:23][CH:22]=[CH:21][CH:20]=3)[C:9]=2[CH:8]=[C:7]([C:25]([O:27][CH2:28][CH3:29])=[O:26])[CH:6]=1)(=O)C.C(=O)([O-])[O-].[K+].[K+], predict the reaction product. The product is: [CH2:18]([N:10]1[C:9]2[CH:8]=[C:7]([C:25]([O:27][CH2:28][CH3:29])=[O:26])[CH:6]=[C:5]([OH:4])[C:13]=2[N:12]=[C:11]1[C:14]([CH3:15])([CH3:17])[CH3:16])[C:19]1[CH:20]=[CH:21][CH:22]=[CH:23][CH:24]=1. (10) The product is: [F:17][C:2]([F:1])([F:16])[C:3]1[CH:15]=[CH:14][C:6]([O:7][CH:8]2[CH2:9][CH2:10][N:11]([C:19]([Cl:18])=[O:21])[CH2:12][CH2:13]2)=[CH:5][CH:4]=1. Given the reactants [F:1][C:2]([F:17])([F:16])[C:3]1[CH:15]=[CH:14][C:6]([O:7][CH:8]2[CH2:13][CH2:12][NH:11][CH2:10][CH2:9]2)=[CH:5][CH:4]=1.[Cl:18][C:19](Cl)([O:21]C(=O)OC(Cl)(Cl)Cl)Cl.N1C=CC=CC=1.C(OCC)(=O)C, predict the reaction product.